This data is from CYP2C9 inhibition data for predicting drug metabolism from PubChem BioAssay. The task is: Regression/Classification. Given a drug SMILES string, predict its absorption, distribution, metabolism, or excretion properties. Task type varies by dataset: regression for continuous measurements (e.g., permeability, clearance, half-life) or binary classification for categorical outcomes (e.g., BBB penetration, CYP inhibition). Dataset: cyp2c9_veith. (1) The molecule is Cc1ccc(CNC(=O)CCc2c(C)nc3ncnn3c2C)cc1. The result is 0 (non-inhibitor). (2) The drug is CC(=O)NCCNc1ncnc2ccc(-c3ccccc3Cl)cc12. The result is 0 (non-inhibitor). (3) The compound is COc1ccccc1CN1CC[C@@]2(CCCN(C(=O)c3cnccn3)C2)C1. The result is 0 (non-inhibitor). (4) The drug is C/C(=C(/CCO)SSC[C@@H]1CCCO1)N(C=O)Cc1cnc(C)nc1N. The result is 0 (non-inhibitor). (5) The molecule is O=C(O)C(F)(F)C(F)(F)C(F)(F)C(F)(F)C(=O)O. The result is 0 (non-inhibitor). (6) The compound is CN1CCC2(CC1)C1CN(C)CC=C1C(C#N)=C(N)C2(C#N)C#N.O.[OH-]. The result is 0 (non-inhibitor).